Task: Predict the reactants needed to synthesize the given product.. Dataset: Full USPTO retrosynthesis dataset with 1.9M reactions from patents (1976-2016) (1) Given the product [C:1]1([S:7]([N:10]2[C:14]3=[N:15][CH:16]=[C:17]([N+:20]([O-:22])=[O:21])[C:18]([NH:23][CH:24]4[CH2:32][CH:31]5[CH:27]([CH2:28][C:29](=[O:44])[N:30]5[CH2:33][C:34]5[CH:39]=[CH:38][C:37]([O:40][CH3:41])=[CH:36][C:35]=5[O:42][CH3:43])[CH2:26][CH2:25]4)=[C:13]3[CH:12]=[CH:11]2)(=[O:9])=[O:8])[CH:6]=[CH:5][CH:4]=[CH:3][CH:2]=1, predict the reactants needed to synthesize it. The reactants are: [C:1]1([S:7]([N:10]2[C:14]3=[N:15][CH:16]=[C:17]([N+:20]([O-:22])=[O:21])[C:18](Cl)=[C:13]3[CH:12]=[CH:11]2)(=[O:9])=[O:8])[CH:6]=[CH:5][CH:4]=[CH:3][CH:2]=1.[NH2:23][CH:24]1[CH2:32][CH:31]2[CH:27]([CH2:28][C:29](=[O:44])[N:30]2[CH2:33][C:34]2[CH:39]=[CH:38][C:37]([O:40][CH3:41])=[CH:36][C:35]=2[O:42][CH3:43])[CH2:26][CH2:25]1.C(N(C(C)C)CC)(C)C. (2) Given the product [N:1]1([CH:6]2[CH2:11][CH2:10][CH2:9][CH:8]([NH:12][C:20]3[CH:21]=[C:14]([F:13])[C:15]([C:16]#[N:17])=[C:18]([F:23])[CH:19]=3)[CH2:7]2)[CH:5]=[CH:4][N:3]=[CH:2]1, predict the reactants needed to synthesize it. The reactants are: [N:1]1([CH:6]2[CH2:11][CH2:10][CH2:9][CH:8]([NH2:12])[CH2:7]2)[CH:5]=[CH:4][N:3]=[CH:2]1.[F:13][C:14]1[CH:21]=[C:20](F)[CH:19]=[C:18]([F:23])[C:15]=1[C:16]#[N:17].CCN(C(C)C)C(C)C. (3) Given the product [CH2:1]([O:5][CH2:6][CH2:7][O:8][C:9]1[CH:10]=[CH:11][C:12]([C:15]2[CH:16]=[CH:17][C:18]3[N:24]([CH2:25][CH:26]([CH3:27])[CH3:28])[CH2:23][CH2:22][C:21]([C:29]([NH:31][C:32]4[CH:33]=[CH:34][C:35]([S:38]([CH2:39][C:40]5[N:45]=[CH:44][CH:43]=[CH:42][N:41]=5)=[O:55])=[CH:36][CH:37]=4)=[O:30])=[CH:20][C:19]=3[CH:46]=2)=[CH:13][CH:14]=1)[CH2:2][CH2:3][CH3:4], predict the reactants needed to synthesize it. The reactants are: [CH2:1]([O:5][CH2:6][CH2:7][O:8][C:9]1[CH:14]=[CH:13][C:12]([C:15]2[CH:16]=[CH:17][C:18]3[N:24]([CH2:25][CH:26]([CH3:28])[CH3:27])[CH2:23][CH2:22][C:21]([C:29]([NH:31][C:32]4[CH:37]=[CH:36][C:35]([S:38][CH2:39][C:40]5[N:45]=[CH:44][CH:43]=[CH:42][N:41]=5)=[CH:34][CH:33]=4)=[O:30])=[CH:20][C:19]=3[CH:46]=2)=[CH:11][CH:10]=1)[CH2:2][CH2:3][CH3:4].ClC1C=CC=C(C(OO)=[O:55])C=1.S([O-])([O-])(=O)=S.[Na+].[Na+]. (4) Given the product [F:1][C:2]1[CH:7]=[CH:6][CH:5]=[CH:4][C:3]=1[C:8]1[N:12]([S:13]([C:16]2[CH:17]=[N:18][CH:19]=[CH:20][CH:21]=2)(=[O:15])=[O:14])[CH:11]=[C:10]([CH:22]=[O:23])[C:9]=1[C:26]#[N:27], predict the reactants needed to synthesize it. The reactants are: [F:1][C:2]1[CH:7]=[CH:6][CH:5]=[CH:4][C:3]=1[C:8]1[N:12]([S:13]([C:16]2[CH:17]=[N:18][CH:19]=[CH:20][CH:21]=2)(=[O:15])=[O:14])[CH:11]=[C:10]([CH:22]=[O:23])[C:9]=1I.[Cu][C:26]#[N:27]. (5) Given the product [CH3:12][C:9]([CH3:10])([CH3:11])[C@@H:8]([C:13]([OH:15])=[O:14])[NH:7][C:5]([N:4]([CH2:16][CH2:17][CH2:18][CH:19]=[CH2:20])[CH2:1][CH2:3][CH3:21])=[O:6], predict the reactants needed to synthesize it. The reactants are: [CH:1]([N:4]([CH2:16][CH2:17][CH2:18][CH:19]=[CH2:20])[C:5]([NH:7][C@H:8]([C:13]([OH:15])=[O:14])[C:9]([CH3:12])([CH3:11])[CH3:10])=[O:6])([CH3:3])C.[CH2:21](N)CC. (6) Given the product [Br:1][C:2]1[CH:7]=[CH:6][N:5]([CH:14]2[CH2:19][CH2:18][N:17]([C:20]([O:22][C:23]([CH3:26])([CH3:25])[CH3:24])=[O:21])[CH2:16][CH2:15]2)[C:4](=[O:8])[CH:3]=1, predict the reactants needed to synthesize it. The reactants are: [Br:1][C:2]1[CH:7]=[CH:6][NH:5][C:4](=[O:8])[CH:3]=1.CS(O[CH:14]1[CH2:19][CH2:18][N:17]([C:20]([O:22][C:23]([CH3:26])([CH3:25])[CH3:24])=[O:21])[CH2:16][CH2:15]1)(=O)=O.C([O-])([O-])=O.[Cs+].[Cs+]. (7) Given the product [CH2:1]([O:3][C:4]1[C:5]([OH:14])=[C:6]([CH:9]=[C:10]([CH:12]2[C:22]([C:23]3[CH:27]=[CH:26][S:25][CH:24]=3)=[C:21]([C:15]3[CH:20]=[CH:19][CH:18]=[CH:17][CH:16]=3)[NH:32][C:30](=[O:31])[NH:29]2)[CH:11]=1)[C:7]#[N:8])[CH3:2], predict the reactants needed to synthesize it. The reactants are: [CH2:1]([O:3][C:4]1[C:5]([OH:14])=[C:6]([CH:9]=[C:10]([CH:12]=O)[CH:11]=1)[C:7]#[N:8])[CH3:2].[C:15]1([C:21](=O)[CH2:22][C:23]2[CH:27]=[CH:26][S:25][CH:24]=2)[CH:20]=[CH:19][CH:18]=[CH:17][CH:16]=1.[NH2:29][C:30]([NH2:32])=[O:31].Cl. (8) Given the product [CH3:33][C:31]1([CH3:34])[C:30]2[C:10]([CH:11]=[C:12]3[C:29]=2[CH:28]=[C:27]2[C:14]([C:15]4[CH:16]=[CH:17][CH:18]=[CH:19][C:20]=4[C:21]4[CH:22]=[CH:23][CH:24]=[CH:25][C:26]=42)=[CH:13]3)=[CH:9][C:8]([C:5]2[CH:4]=[CH:3][C:2]([B:35]3[O:39][C:38]([CH3:41])([CH3:40])[C:37]([CH3:43])([CH3:42])[O:36]3)=[CH:7][CH:6]=2)=[CH:32]1, predict the reactants needed to synthesize it. The reactants are: Br[C:2]1[CH:7]=[CH:6][C:5]([C:8]2[CH:9]=[C:10]3[C:30]([C:31]([CH3:34])([CH3:33])[CH:32]=2)=[C:29]2[C:12]([CH:13]=[C:14]4[C:27](=[CH:28]2)[C:26]2[CH:25]=[CH:24][CH:23]=[CH:22][C:21]=2[C:20]2[CH:19]=[CH:18][CH:17]=[CH:16][C:15]4=2)=[CH:11]3)=[CH:4][CH:3]=1.[B:35]1([B:35]2[O:39][C:38]([CH3:41])([CH3:40])[C:37]([CH3:43])([CH3:42])[O:36]2)[O:39][C:38]([CH3:41])([CH3:40])[C:37]([CH3:43])([CH3:42])[O:36]1.C([O-])(=O)C.[K+]. (9) Given the product [NH:1]1[C:5]2[CH:6]=[CH:7][CH:8]=[CH:9][C:4]=2[N:3]=[C:2]1[CH:10]([NH:20][C:28]([NH:27][CH2:26][C:23]1[CH:24]=[CH:25][O:21][N:22]=1)=[O:29])[CH2:11][C:12]1[CH:17]=[CH:16][C:15]([O:18][CH3:19])=[CH:14][CH:13]=1, predict the reactants needed to synthesize it. The reactants are: [NH:1]1[C:5]2[CH:6]=[CH:7][CH:8]=[CH:9][C:4]=2[N:3]=[C:2]1[CH:10]([NH2:20])[CH2:11][C:12]1[CH:17]=[CH:16][C:15]([O:18][CH3:19])=[CH:14][CH:13]=1.[O:21]1[CH:25]=[CH:24][C:23]([CH2:26][NH2:27])=[N:22]1.[C:28](O)(C(F)(F)F)=[O:29].